Predict the reaction yield, written as a fraction of the theoretical maximum amount of product (1.0 means a 100% yield; for example, 0.34 means a 34% yield). From a dataset of Reaction yield outcomes from USPTO patents with 853,638 reactions. (1) The reactants are C(=O)([O-])[O-].[K+].[K+].[C:7]1(=[O:13])[NH:11][C:10](=[O:12])[CH2:9][CH2:8]1.[F:14][C:15]1[CH:22]=[CH:21][C:18]([CH2:19]Br)=[CH:17][CH:16]=1. The catalyst is CC(C)=O. The product is [F:14][C:15]1[CH:22]=[CH:21][C:18]([CH2:19][N:11]2[C:10](=[O:12])[CH2:9][CH2:8][C:7]2=[O:13])=[CH:17][CH:16]=1. The yield is 0.850. (2) The reactants are [CH3:1][O:2][C:3]1[CH:8]=[C:7](F)[CH:6]=[CH:5][C:4]=1[N+:10]([O-:12])=[O:11].[NH:13]1[CH2:18][CH2:17][NH:16][CH2:15][CH2:14]1. The catalyst is O1CCOCC1. The product is [CH3:1][O:2][C:3]1[CH:8]=[C:7]([N:13]2[CH2:18][CH2:17][NH:16][CH2:15][CH2:14]2)[CH:6]=[CH:5][C:4]=1[N+:10]([O-:12])=[O:11]. The yield is 0.900. (3) The reactants are Cl[CH2:2][CH2:3][CH2:4][CH2:5]/[C:6](=[N:13]\[S@:14]([C:16]([CH3:19])([CH3:18])[CH3:17])=[O:15])/[C:7]1[CH:12]=[CH:11][CH:10]=[CH:9][CH:8]=1. The catalyst is CO. The product is [CH3:17][C:16]([S@@:14]([N:13]1[CH2:2][CH2:3][CH2:4][CH2:5][C@@H:6]1[C:7]1[CH:12]=[CH:11][CH:10]=[CH:9][CH:8]=1)=[O:15])([CH3:19])[CH3:18]. The yield is 0.940. (4) The reactants are Cl[C:2]1[C:11]2[C:6](=[CH:7][CH:8]=[C:9]([N:12]3[C:20]4[C:15](=[CH:16][CH:17]=[CH:18][CH:19]=4)[CH2:14][C:13]3=[O:21])[CH:10]=2)[CH:5]=[N:4][CH:3]=1.Br[C:23]1[CH:28]=[CH:27][C:26]([C:29]2[CH:30]=[N:31][N:32]([CH2:34][C:35]([CH3:38])([OH:37])[CH3:36])[CH:33]=2)=[CH:25][CH:24]=1.[O-]P([O-])([O-])=O.[K+].[K+].[K+]. The catalyst is O1CCOCC1.O. The product is [OH:37][C:35]([CH3:38])([CH3:36])[CH2:34][N:32]1[CH:33]=[C:29]([C:26]2[CH:27]=[CH:28][C:23]([C:2]3[C:11]4[C:6](=[CH:7][CH:8]=[C:9]([N:12]5[C:20]6[C:15](=[CH:16][CH:17]=[CH:18][CH:19]=6)[CH2:14][C:13]5=[O:21])[CH:10]=4)[CH:5]=[N:4][CH:3]=3)=[CH:24][CH:25]=2)[CH:30]=[N:31]1. The yield is 0.160. (5) The reactants are Cl[C:2]1[CH:3]=[CH:4][C:5]2[N:11]3[CH2:12][C@H:8]([CH2:9][CH2:10]3)[N:7]([C:13]([NH:15][C:16]3[CH:21]=[N:20][CH:19]=[CH:18][N:17]=3)=[O:14])[C:6]=2[N:22]=1.[CH3:23][C:24]1[C:25]([C:39]#[N:40])=[N:26][CH:27]=[C:28](B2OC(C)(C)C(C)(C)O2)[CH:29]=1.[O-]P([O-])([O-])=O.[K+].[K+].[K+].CC(C1C=C(C(C)C)C(C2C=CC=CC=2P(C2CCCCC2)C2CCCCC2)=C(C(C)C)C=1)C. The catalyst is O1CCOCC1.O.CC([O-])=O.CC([O-])=O.[Pd+2].C(OCC)(=O)C. The product is [C:39]([C:25]1[N:26]=[CH:27][C:28]([C:2]2[CH:3]=[CH:4][C:5]3[N:11]4[CH2:12][C@H:8]([CH2:9][CH2:10]4)[N:7]([C:13]([NH:15][C:16]4[CH:21]=[N:20][CH:19]=[CH:18][N:17]=4)=[O:14])[C:6]=3[N:22]=2)=[CH:29][C:24]=1[CH3:23])#[N:40]. The yield is 0.529. (6) The reactants are [F:1][C:2]1[CH:3]=[C:4]([C:8]2[C:9]([C:20](=[O:22])[CH3:21])=[CH:10][C:11]([CH:18]=[CH2:19])=[C:12]3[C:17]=2[N:16]=[CH:15][CH:14]=[CH:13]3)[CH:5]=[CH:6][CH:7]=1.[H][H]. The yield is 0.200. The product is [CH2:18]([C:11]1[CH:10]=[C:9]([C:20](=[O:22])[CH3:21])[C:8]([C:4]2[CH:5]=[CH:6][CH:7]=[C:2]([F:1])[CH:3]=2)=[C:17]2[C:12]=1[CH:13]=[CH:14][CH:15]=[N:16]2)[CH3:19]. The catalyst is [Pd].CO. (7) The reactants are [NH2:1][C:2]1[CH:3]=[CH:4][C:5]([C:8]2[CH:16]=[C:15]3[C:11]([CH2:12][N:13]([C@@H:18]([CH:23]([CH3:25])[CH3:24])[C:19]([O:21][CH3:22])=[O:20])[C:14]3=[O:17])=[CH:10][CH:9]=2)=[N:6][CH:7]=1.[CH3:26][C:27]1[O:31][C:30]([C:32]2[CH:37]=[CH:36][CH:35]=[CH:34][CH:33]=2)=[N:29][C:28]=1[C:38](O)=[O:39]. No catalyst specified. The product is [CH3:24][CH:23]([CH3:25])[C@H:18]([N:13]1[CH2:12][C:11]2[C:15](=[CH:16][C:8]([C:5]3[CH:4]=[CH:3][C:2]([NH:1][C:38]([C:28]4[N:29]=[C:30]([C:32]5[CH:37]=[CH:36][CH:35]=[CH:34][CH:33]=5)[O:31][C:27]=4[CH3:26])=[O:39])=[CH:7][N:6]=3)=[CH:9][CH:10]=2)[C:14]1=[O:17])[C:19]([O:21][CH3:22])=[O:20]. The yield is 0.640. (8) The reactants are [CH2:1]([N:3]([CH2:30][CH3:31])[C:4]1[CH:9]=[CH:8][C:7]([NH:10][C:11]([C:13]2[C:14]([C:22]3[C:27]([Cl:28])=[CH:26][CH:25]=[CH:24][C:23]=3[Cl:29])=[N:15][O:16][C:17]=2[CH2:18][CH2:19][CH:20]=[O:21])=[O:12])=[CH:6][CH:5]=1)[CH3:2].[BH4-].[Na+].Cl.O. The catalyst is CO.C(Cl)Cl. The product is [Cl:29][C:23]1[CH:24]=[CH:25][CH:26]=[C:27]([Cl:28])[C:22]=1[C:14]1[C:13]([C:11]([NH:10][C:7]2[CH:8]=[CH:9][C:4]([N:3]([CH2:30][CH3:31])[CH2:1][CH3:2])=[CH:5][CH:6]=2)=[O:12])=[C:17]([CH2:18][CH2:19][CH2:20][OH:21])[O:16][N:15]=1. The yield is 0.900. (9) The reactants are [F:1][C:2]1[CH:22]=[CH:21][C:5]([CH2:6][N:7]2[C:11]3=[CH:12][N:13]=[C:14]([C:17]([O:19][CH3:20])=[O:18])[C:15]([OH:16])=[C:10]3[CH:9]=[CH:8]2)=[CH:4][CH:3]=1.C(N(CC)CC)C.[F:30][C:31]([F:44])([F:43])[S:32](O[S:32]([C:31]([F:44])([F:43])[F:30])(=[O:34])=[O:33])(=[O:34])=[O:33]. The catalyst is ClCCl. The product is [F:1][C:2]1[CH:3]=[CH:4][C:5]([CH2:6][N:7]2[C:11]3=[CH:12][N:13]=[C:14]([C:17]([O:19][CH3:20])=[O:18])[C:15]([O:16][S:32]([C:31]([F:44])([F:43])[F:30])(=[O:34])=[O:33])=[C:10]3[CH:9]=[CH:8]2)=[CH:21][CH:22]=1. The yield is 0.880. (10) The reactants are [CH:1]1([C:7]2[CH:15]=[CH:14][C:10]([C:11]([OH:13])=[O:12])=[CH:9][CH:8]=2)[CH2:6][CH2:5][CH2:4][CH2:3][CH2:2]1.OS(O)(=O)=O.[CH3:21]O. No catalyst specified. The product is [CH:1]1([C:7]2[CH:8]=[CH:9][C:10]([C:11]([O:13][CH3:21])=[O:12])=[CH:14][CH:15]=2)[CH2:2][CH2:3][CH2:4][CH2:5][CH2:6]1. The yield is 0.960.